From a dataset of Reaction yield outcomes from USPTO patents with 853,638 reactions. Predict the reaction yield, written as a fraction of the theoretical maximum amount of product (1.0 means a 100% yield; for example, 0.34 means a 34% yield). (1) The reactants are [OH-].[Na+].[CH2:3]([O:14][C:15]1[CH:16]=[C:17]([CH:22]=[CH:23][CH:24]=1)[C:18]([O:20]C)=[O:19])[CH2:4][CH2:5]/[CH:6]=[CH:7]\[CH2:8][CH2:9][CH2:10][CH2:11][CH2:12][CH3:13]. The catalyst is CO. The product is [CH2:3]([O:14][C:15]1[CH:16]=[C:17]([CH:22]=[CH:23][CH:24]=1)[C:18]([OH:20])=[O:19])[CH2:4][CH2:5]/[CH:6]=[CH:7]\[CH2:8][CH2:9][CH2:10][CH2:11][CH2:12][CH3:13]. The yield is 0.960. (2) The reactants are [OH-:1].[Na+].[C:3]1([OH:9])[CH:8]=[CH:7][CH:6]=[CH:5][CH:4]=1.[C:10](Cl)(Cl)=[O:11]. The catalyst is C(Cl)Cl. The product is [C:10](=[O:11])([O:1][C:3]1[CH:8]=[CH:7][CH:6]=[CH:5][CH:4]=1)[O:9][C:3]1[CH:8]=[CH:7][CH:6]=[CH:5][CH:4]=1. The yield is 0.999.